From a dataset of Forward reaction prediction with 1.9M reactions from USPTO patents (1976-2016). Predict the product of the given reaction. (1) Given the reactants [Na+].[Cl:2][C:3]1[C:4]([C:22]([NH:24][CH2:25][C:26]23[CH2:35][CH:30]4[CH2:31][CH:32]([CH2:34][CH:28]([CH2:29]4)[CH2:27]2)[CH2:33]3)=[O:23])=[C:5]2[C:10](=[CH:11][CH:12]=1)[N:9]=[C:8]([N:13]1[CH2:18][CH2:17][CH:16]([C:19]([O-])=[O:20])[CH2:15][CH2:14]1)[CH:7]=[CH:6]2.CN(C(ON1N=NC2C=CC=NC1=2)=[N+](C)C)C.F[P-](F)(F)(F)(F)F.[S:60]([NH2:64])(N)(=[O:62])=[O:61].[CH3:65]N(C1C=CC=CN=1)C, predict the reaction product. The product is: [Cl:2][C:3]1[CH:12]=[CH:11][C:10]2[N:9]=[C:8]([N:13]3[CH2:14][CH2:15][CH:16]([C:19]([NH:64][S:60]([CH3:65])(=[O:62])=[O:61])=[O:20])[CH2:17][CH2:18]3)[CH:7]=[CH:6][C:5]=2[C:4]=1[C:22]([NH:24][CH2:25][C:26]12[CH2:35][CH:30]3[CH2:31][CH:32]([CH2:34][CH:28]([CH2:29]3)[CH2:27]1)[CH2:33]2)=[O:23]. (2) The product is: [CH2:16]([O:18][C:19](=[O:33])[C:20]1[CH:30]=[C:29]([C:59]2[CH:64]=[CH:63][CH:62]=[CH:61][CH:60]=2)[C:23]([C:24]([O:26][CH2:27][CH3:28])=[O:25])=[CH:22][C:21]=1[C:1]1[CH:2]=[CH:3][CH:4]=[CH:5][CH:6]=1)[CH3:17]. Given the reactants [C:1]1(B2OC(C)(C)C(C)(C)O2)[CH:6]=[CH:5][CH:4]=[CH:3][CH:2]=1.[CH2:16]([O:18][C:19](=[O:33])[C:20]1[CH:30]=[C:29](Br)[C:23]([C:24]([O:26][CH2:27][CH3:28])=[O:25])=[CH:22][C:21]=1Br)[CH3:17].C(=O)([O-])[O-].C([N+](CC)(CC)CC)C.C([N+](CC)(CC)CC)C.C(Cl)Cl.[C:59]1(C)[CH:64]=[CH:63][CH:62]=[CH:61][CH:60]=1, predict the reaction product. (3) Given the reactants [Cl:1][C:2]1[CH:34]=[CH:33][C:5]([CH2:6][O:7][C:8]2[CH:9]=[CH:10][C:11]([C:14]([F:32])([F:31])[C:15]([C:23]3[CH:28]=[CH:27][C:26]([F:29])=[CH:25][C:24]=3[F:30])([OH:22])[CH2:16][N:17]3[CH:21]=[N:20][N:19]=[N:18]3)=[N:12][CH:13]=2)=[C:4](F)[CH:3]=1.BrCC1C=CC(Cl)=CC=1, predict the reaction product. The product is: [Cl:1][C:2]1[CH:34]=[CH:33][C:5]([CH2:6][O:7][C:8]2[CH:9]=[CH:10][C:11]([C:14]([F:32])([F:31])[C:15]([C:23]3[CH:28]=[CH:27][C:26]([F:29])=[CH:25][C:24]=3[F:30])([OH:22])[CH2:16][N:17]3[CH:21]=[N:20][N:19]=[N:18]3)=[N:12][CH:13]=2)=[CH:4][CH:3]=1. (4) Given the reactants Cl[C:2]1[N:7]=[C:6]([N:8]([CH:18]2[CH2:20][CH2:19]2)[CH2:9][C:10]2[CH:15]=[CH:14][C:13]([O:16][CH3:17])=[CH:12][CH:11]=2)[C:5]2=[N:21][CH:22]=[C:23]([C:24]#[N:25])[N:4]2[N:3]=1.[NH2:26][C:27]1[CH:28]=[C:29]([CH:32]=[C:33]([O:36][CH2:37][C@@H:38]2[CH2:43][O:42][CH2:41][CH2:40][N:39]2[CH2:44][C:45]2[CH:50]=[CH:49][C:48]([O:51][CH3:52])=[CH:47][C:46]=2[O:53][CH3:54])[C:34]=1[Cl:35])[C:30]#[N:31].CC1(C)C2C(=C(P(C3C=CC=CC=3)C3C=CC=CC=3)C=CC=2)OC2C(P(C3C=CC=CC=3)C3C=CC=CC=3)=CC=CC1=2.C(=O)([O-])[O-].[Cs+].[Cs+], predict the reaction product. The product is: [Cl:35][C:34]1[C:33]([O:36][CH2:37][C@@H:38]2[CH2:43][O:42][CH2:41][CH2:40][N:39]2[CH2:44][C:45]2[CH:50]=[CH:49][C:48]([O:51][CH3:52])=[CH:47][C:46]=2[O:53][CH3:54])=[CH:32][C:29]([C:30]#[N:31])=[CH:28][C:27]=1[NH:26][C:2]1[N:7]=[C:6]([N:8]([CH:18]2[CH2:19][CH2:20]2)[CH2:9][C:10]2[CH:11]=[CH:12][C:13]([O:16][CH3:17])=[CH:14][CH:15]=2)[C:5]2=[N:21][CH:22]=[C:23]([C:24]#[N:25])[N:4]2[N:3]=1. (5) Given the reactants [C:1]([O:5][CH2:6][C:7]1[C:8]([C:27](O)=[O:28])=[N:9][C:10]([C:20]2[CH:25]=[CH:24][C:23]([Cl:26])=[CH:22][CH:21]=2)=[C:11]([C:13]2[CH:18]=[CH:17][C:16]([Cl:19])=[CH:15][CH:14]=2)[N:12]=1)([CH3:4])([CH3:3])[CH3:2].C(N(CC)CC)C.CC(COC(Cl)=O)C.Cl.[NH2:46][N:47]1[CH2:52][CH2:51][CH2:50][CH2:49][CH2:48]1.C(=O)([O-])[O-].[K+].[K+], predict the reaction product. The product is: [C:1]([O:5][CH2:6][C:7]1[C:8]([C:27]([NH:46][N:47]2[CH2:52][CH2:51][CH2:50][CH2:49][CH2:48]2)=[O:28])=[N:9][C:10]([C:20]2[CH:21]=[CH:22][C:23]([Cl:26])=[CH:24][CH:25]=2)=[C:11]([C:13]2[CH:14]=[CH:15][C:16]([Cl:19])=[CH:17][CH:18]=2)[N:12]=1)([CH3:3])([CH3:4])[CH3:2]. (6) Given the reactants [O:1]1[C:3]2([CH2:8][CH2:7][N:6]([C:9]3[CH:14]=[CH:13][C:12]([N:15]4[CH2:19][C@H:18]([CH2:20][NH:21][C:22](=[O:24])[CH3:23])[O:17][C:16]4=[O:25])=[CH:11][C:10]=3[F:26])[CH2:5][CH2:4]2)[CH2:2]1.[SH:27][CH2:28][CH2:29][CH2:30]O.B(F)(F)F, predict the reaction product. The product is: [O:1]1[C:3]2([CH2:4][CH2:5][N:6]([C:9]3[CH:14]=[CH:13][C:12]([N:15]4[CH2:19][C@H:18]([CH2:20][NH:21][C:22](=[O:24])[CH3:23])[O:17][C:16]4=[O:25])=[CH:11][C:10]=3[F:26])[CH2:7][CH2:8]2)[CH2:2][S:27][CH2:28][CH2:29][CH2:30]1. (7) The product is: [CH3:5][C:4]1[CH:8]=[C:7]([Sn:9]([CH2:14][CH2:15][CH2:16][CH3:17])([CH2:10][CH2:11][CH2:12][CH3:13])[CH2:18][CH2:19][CH2:20][CH3:21])[N:2]([C:22]2[CH:23]=[CH:24][CH:25]=[CH:26][CH:27]=2)[N:3]=1. Given the reactants O1[C:5](=O)[CH:4]=[NH+:3][N-:2]1.[C:7]([Sn:9]([CH2:18][CH2:19][CH2:20][CH3:21])([CH2:14][CH2:15][CH2:16][CH3:17])[CH2:10][CH2:11][CH2:12][CH3:13])#[CH:8].[C:22]1(C)[C:23](C)=[CH:24][CH:25]=[CH:26][CH:27]=1, predict the reaction product.